This data is from Reaction yield outcomes from USPTO patents with 853,638 reactions. The task is: Predict the reaction yield, written as a fraction of the theoretical maximum amount of product (1.0 means a 100% yield; for example, 0.34 means a 34% yield). The reactants are Cl[C:2]1[C:3]2[N:10]=[CH:9][N:8]([CH2:11][CH3:12])[C:4]=2[N:5]=[N:6][CH:7]=1.[F:13][C:14]1[CH:19]=[CH:18][C:17](B(O)O)=[CH:16][CH:15]=1.C([O-])([O-])=O.[Na+].[Na+]. The catalyst is O1CCOCC1.C1C=CC([P]([Pd]([P](C2C=CC=CC=2)(C2C=CC=CC=2)C2C=CC=CC=2)([P](C2C=CC=CC=2)(C2C=CC=CC=2)C2C=CC=CC=2)[P](C2C=CC=CC=2)(C2C=CC=CC=2)C2C=CC=CC=2)(C2C=CC=CC=2)C2C=CC=CC=2)=CC=1. The product is [CH2:11]([N:8]1[C:4]2[N:5]=[N:6][CH:7]=[C:2]([C:17]3[CH:18]=[CH:19][C:14]([F:13])=[CH:15][CH:16]=3)[C:3]=2[N:10]=[CH:9]1)[CH3:12]. The yield is 0.550.